This data is from Forward reaction prediction with 1.9M reactions from USPTO patents (1976-2016). The task is: Predict the product of the given reaction. (1) Given the reactants [C:1]([O:5][C:6]([N:8]1[CH2:13][CH2:12][C:11]([F:17])([C:14](O)=[O:15])[CH2:10][CH2:9]1)=[O:7])([CH3:4])([CH3:3])[CH3:2].[Cl-].[NH4+], predict the reaction product. The product is: [F:17][C:11]1([CH2:14][OH:15])[CH2:10][CH2:9][N:8]([C:6]([O:5][C:1]([CH3:2])([CH3:3])[CH3:4])=[O:7])[CH2:13][CH2:12]1. (2) Given the reactants [NH2:1][C:2]1[N:10]=[C:9]([O:11][CH2:12][CH2:13][CH2:14][CH3:15])[N:8]=[C:7]2[C:3]=1[N:4]=[C:5]([O:27]C)[N:6]2[CH2:16][CH2:17][NH:18][CH2:19][C:20]([O:22][C:23](C)(C)C)=[O:21].C[Si](Cl)(C)C, predict the reaction product. The product is: [NH2:1][C:2]1[N:10]=[C:9]([O:11][CH2:12][CH2:13][CH2:14][CH3:15])[N:8]=[C:7]2[C:3]=1[NH:4][C:5](=[O:27])[N:6]2[CH2:16][CH2:17][NH:18][CH2:19][C:20]([O:22][CH3:23])=[O:21]. (3) Given the reactants [Br:1][C:2]1[CH:3]=[CH:4][C:5]2[C:11](=[O:12])[CH:10]=[C:9]([CH3:13])[CH2:8][O:7][C:6]=2[CH:14]=1, predict the reaction product. The product is: [Br:1][C:2]1[CH:3]=[CH:4][C:5]2[C:11](=[O:12])[CH2:10][CH:9]([CH3:13])[CH2:8][O:7][C:6]=2[CH:14]=1. (4) The product is: [CH3:26][N:2]([CH3:1])[CH2:3][CH2:4][CH2:5][O:6][C:7]1[CH:16]=[C:15]2[C:10]([C:11]([S:17][C:18]3[S:22][C:21]([NH:23][C:35]([NH:34][C:31]4[CH:32]=[CH:33][C:28]([F:27])=[CH:29][CH:30]=4)=[O:36])=[CH:20][CH:19]=3)=[CH:12][CH:13]=[N:14]2)=[CH:9][C:8]=1[O:24][CH3:25]. Given the reactants [CH3:1][N:2]([CH3:26])[CH2:3][CH2:4][CH2:5][O:6][C:7]1[CH:16]=[C:15]2[C:10]([C:11]([S:17][C:18]3[S:22][C:21]([NH2:23])=[CH:20][CH:19]=3)=[CH:12][CH:13]=[N:14]2)=[CH:9][C:8]=1[O:24][CH3:25].[F:27][C:28]1[CH:33]=[CH:32][C:31]([N:34]=[C:35]=[O:36])=[CH:30][CH:29]=1, predict the reaction product. (5) Given the reactants [CH3:1][O:2][C:3](=[O:12])[CH2:4][C:5]1[CH:10]=[CH:9][CH:8]=[C:7]([OH:11])[CH:6]=1.[Br:13][C:14]1[CH:15]=[CH:16][C:17](F)=[C:18]([CH:21]=1)[CH:19]=[O:20].C(=O)([O-])[O-].[K+].[K+], predict the reaction product. The product is: [CH3:1][O:2][C:3](=[O:12])[CH2:4][C:5]1[CH:10]=[CH:9][CH:8]=[C:7]([O:11][C:17]2[CH:16]=[CH:15][C:14]([Br:13])=[CH:21][C:18]=2[CH:19]=[O:20])[CH:6]=1. (6) Given the reactants [C:1]([NH:8][C@H:9]([C:19]([NH:21][C@H:22]([C:32]([O:34]C)=[O:33])[CH2:23][CH2:24][C:25](=[O:31])[O:26][C:27]([CH3:30])([CH3:29])[CH3:28])=[O:20])[CH2:10][CH2:11][C:12](=[O:18])[O:13][C:14]([CH3:17])([CH3:16])[CH3:15])([O:3][C:4]([CH3:7])([CH3:6])[CH3:5])=[O:2].O[Li].O, predict the reaction product. The product is: [C:1]([NH:8][C@H:9]([C:19]([NH:21][C@H:22]([C:32]([OH:34])=[O:33])[CH2:23][CH2:24][C:25](=[O:31])[O:26][C:27]([CH3:30])([CH3:29])[CH3:28])=[O:20])[CH2:10][CH2:11][C:12](=[O:18])[O:13][C:14]([CH3:17])([CH3:16])[CH3:15])([O:3][C:4]([CH3:6])([CH3:5])[CH3:7])=[O:2].